This data is from Catalyst prediction with 721,799 reactions and 888 catalyst types from USPTO. The task is: Predict which catalyst facilitates the given reaction. (1) Reactant: [Cl:1][C:2]1[CH:3]=[C:4]([OH:13])[CH:5]=[N:6][C:7]=1[O:8][CH2:9][CH:10]([CH3:12])[CH3:11].Br[CH2:15][C:16]1[C:25]([F:26])=[CH:24][C:19]([C:20]([O:22][CH3:23])=[O:21])=[C:18]([F:27])[CH:17]=1.C(=O)([O-])[O-].[K+].[K+]. Product: [Cl:1][C:2]1[CH:3]=[C:4]([O:13][CH2:15][C:16]2[C:25]([F:26])=[CH:24][C:19]([C:20]([O:22][CH3:23])=[O:21])=[C:18]([F:27])[CH:17]=2)[CH:5]=[N:6][C:7]=1[O:8][CH2:9][CH:10]([CH3:11])[CH3:12]. The catalyst class is: 16. (2) Reactant: [C:1]([O:5][C:6]([N:8]1[CH2:13][CH2:12][CH:11]([C:14]([OH:16])=O)[CH2:10][CH2:9]1)=[O:7])([CH3:4])([CH3:3])[CH3:2].CN(C(ON1N=NC2C=CC=NC1=2)=[N+](C)C)C.F[P-](F)(F)(F)(F)F.[CH3:41][C@@H:42]1[NH:48][CH2:47][C:46]2[CH:49]=[CH:50][C:51]([C:53]([O:55][CH3:56])=[O:54])=[CH:52][C:45]=2[O:44][CH2:43]1.CCN(C(C)C)C(C)C. Product: [C:1]([O:5][C:6]([N:8]1[CH2:9][CH2:10][CH:11]([C:14]([N:48]2[CH2:47][C:46]3[CH:49]=[CH:50][C:51]([C:53]([O:55][CH3:56])=[O:54])=[CH:52][C:45]=3[O:44][CH2:43][C@@H:42]2[CH3:41])=[O:16])[CH2:12][CH2:13]1)=[O:7])([CH3:2])([CH3:3])[CH3:4]. The catalyst class is: 18. (3) Reactant: [NH2:1][C:2]1[CH:3]=[N:4][CH:5]=[CH:6][C:7]=1[Cl:8].N1C=CC=CC=1.Cl[C:16](OC1C=CC=CC=1)=[O:17].C([O-])([O-])=O.[K+].[K+].[F:31][C:32]1([F:48])[O:36][C:35]2[CH:37]=[CH:38][C:39]([CH2:41][N:42]3[CH2:47][CH2:46][NH:45][CH2:44][CH2:43]3)=[CH:40][C:34]=2[O:33]1. Product: [Cl:8][C:7]1[CH:6]=[CH:5][N:4]=[CH:3][C:2]=1[NH:1][C:16]([N:45]1[CH2:44][CH2:43][N:42]([CH2:41][C:39]2[CH:38]=[CH:37][C:35]3[O:36][C:32]([F:31])([F:48])[O:33][C:34]=3[CH:40]=2)[CH2:47][CH2:46]1)=[O:17]. The catalyst class is: 226.